This data is from Forward reaction prediction with 1.9M reactions from USPTO patents (1976-2016). The task is: Predict the product of the given reaction. (1) Given the reactants [CH:1]1([CH2:4][N:5]2[CH2:10][CH2:9][C:8]([N:17]([C:21]3[CH:26]=[CH:25][CH:24]=[CH:23][CH:22]=3)[C:18](=[O:20])[CH3:19])([C:11]3[S:12][CH:13]=[C:14]([CH3:16])[N:15]=3)[CH2:7][CH2:6]2)[CH2:3][CH2:2]1.[C:27]([OH:32])(=[O:31])[C:28]([OH:30])=[O:29], predict the reaction product. The product is: [C:27]([OH:32])(=[O:31])[C:28]([OH:30])=[O:29].[CH:1]1([CH2:4][N:5]2[CH2:10][CH2:9][C:8]([N:17]([C:21]3[CH:26]=[CH:25][CH:24]=[CH:23][CH:22]=3)[C:18](=[O:20])[CH3:19])([C:11]3[S:12][CH:13]=[C:14]([CH3:16])[N:15]=3)[CH2:7][CH2:6]2)[CH2:2][CH2:3]1. (2) Given the reactants [N:1]1([C:6]2[CH:11]=[CH:10][C:9]([N:12]3[CH:21]=[C:20]4[C:14]([CH2:15][CH2:16][N:17](C(OC(C)(C)C)=O)[CH2:18][CH2:19]4)=[N:13]3)=[CH:8][CH:7]=2)[CH2:5][CH2:4][CH2:3][CH2:2]1.Cl, predict the reaction product. The product is: [N:1]1([C:6]2[CH:11]=[CH:10][C:9]([N:12]3[CH:21]=[C:20]4[C:14]([CH2:15][CH2:16][NH:17][CH2:18][CH2:19]4)=[N:13]3)=[CH:8][CH:7]=2)[CH2:2][CH2:3][CH2:4][CH2:5]1. (3) Given the reactants [CH:1]1([N:5]2[CH2:11][CH2:10][C:9]3[CH:12]=[CH:13][C:14]([N:16]4[CH2:21][CH2:20][NH:19][CH2:18][CH2:17]4)=[CH:15][C:8]=3[CH2:7][CH2:6]2)[CH2:4][CH2:3][CH2:2]1.Br[C:23]1[CH:24]=[C:25]([CH:28]=[CH:29][CH:30]=1)[C:26]#[N:27].C(=O)([O-])[O-].[Cs+].[Cs+].CC1(C)C2C=CC=C(P(C3C=CC=CC=3)C3C=CC=CC=3)C=2OC2C1=CC=CC=2P(C1C=CC=CC=1)C1C=CC=CC=1, predict the reaction product. The product is: [CH:1]1([N:5]2[CH2:11][CH2:10][C:9]3[CH:12]=[CH:13][C:14]([N:16]4[CH2:21][CH2:20][N:19]([C:23]5[CH:24]=[C:25]([CH:28]=[CH:29][CH:30]=5)[C:26]#[N:27])[CH2:18][CH2:17]4)=[CH:15][C:8]=3[CH2:7][CH2:6]2)[CH2:4][CH2:3][CH2:2]1. (4) Given the reactants BrC1C=C2C([C:11]([C:13]3[CH:18]=[C:17](Cl)[CH:16]=[C:15]([N+:20]([O-:22])=[O:21])[C:14]=3[F:23])=[O:12])=CNC2=NC=1.[Cl:24]C1C=C([N+]([O-])=O)C(F)=C(C=1)C(O)=O.S(Cl)(Cl)=O, predict the reaction product. The product is: [F:23][C:14]1[C:15]([N+:20]([O-:22])=[O:21])=[CH:16][CH:17]=[CH:18][C:13]=1[C:11]([Cl:24])=[O:12].